From a dataset of M1 muscarinic receptor antagonist screen with 61,756 compounds. Binary Classification. Given a drug SMILES string, predict its activity (active/inactive) in a high-throughput screening assay against a specified biological target. (1) The molecule is Brc1oc(C(=O)N2CCC(CC2)C(OCC)=O)cc1. The result is 0 (inactive). (2) The drug is O(C(=O)C(N1C(=O)c2c(C1=O)cccc2)C(C)C)CC(=O)c1cc2NC(=O)COc2cc1. The result is 0 (inactive). (3) The compound is Clc1ccc(CSCC(=O)c2occc2)cc1. The result is 0 (inactive).